From a dataset of Reaction yield outcomes from USPTO patents with 853,638 reactions. Predict the reaction yield, written as a fraction of the theoretical maximum amount of product (1.0 means a 100% yield; for example, 0.34 means a 34% yield). (1) The reactants are [CH:1]([OH:4])([CH3:3])[CH3:2].[H-].[Na+].CS(O[CH2:12][C:13]1[N:18]=[CH:17][C:16]([Br:19])=[CH:15][N:14]=1)(=O)=O. The catalyst is O. The product is [Br:19][C:16]1[CH:15]=[N:14][C:13]([CH2:12][O:4][CH:1]([CH3:3])[CH3:2])=[N:18][CH:17]=1. The yield is 0.760. (2) The reactants are Cl.[CH3:2][O:3][N:4]([CH3:20])[C:5]([C@@:7]1([NH2:19])[C@@H:9]([C:10]2[CH:15]=[CH:14][CH:13]=[CH:12][CH:11]=2)[C@H:8]1[CH2:16][O:17][CH3:18])=[O:6].[F:21][C:22]([F:38])([F:37])[C:23]1[O:27][N:26]=[C:25]([C:28]2[S:32][C:31]([S:33](Cl)(=[O:35])=[O:34])=[CH:30][CH:29]=2)[CH:24]=1. The catalyst is N1C=CC=CC=1. The product is [CH3:2][O:3][N:4]([CH3:20])[C:5]([C@@:7]1([NH:19][S:33]([C:31]2[S:32][C:28]([C:25]3[CH:24]=[C:23]([C:22]([F:21])([F:37])[F:38])[O:27][N:26]=3)=[CH:29][CH:30]=2)(=[O:34])=[O:35])[C@@H:9]([C:10]2[CH:15]=[CH:14][CH:13]=[CH:12][CH:11]=2)[C@H:8]1[CH2:16][O:17][CH3:18])=[O:6]. The yield is 0.320. (3) The catalyst is C(Cl)Cl. The product is [Br:22][C:19]1[CH:18]=[CH:17][C:16]([C:14]2[N:13]([CH2:23][C@@H:24]3[CH2:28][CH2:27][N:26]([C:29]([CH:31]4[CH2:33][CH2:32]4)=[O:30])[CH2:25]3)[C:12](=[O:34])[C:11]3([CH2:10][CH2:9][NH:8][CH2:36][CH2:35]3)[N:15]=2)=[CH:21][CH:20]=1. The yield is 0.990. The reactants are C([N:8]1[CH2:36][CH2:35][C:11]2([N:15]=[C:14]([C:16]3[CH:21]=[CH:20][C:19]([Br:22])=[CH:18][CH:17]=3)[N:13]([CH2:23][C@@H:24]3[CH2:28][CH2:27][N:26]([C:29]([CH:31]4[CH2:33][CH2:32]4)=[O:30])[CH2:25]3)[C:12]2=[O:34])[CH2:10][CH2:9]1)C1C=CC=CC=1.C(=O)(O)[O-].[K+].ClC(OC(Cl)C)=O. (4) The reactants are [Cl:1][C:2]1[CH:3]=[CH:4][C:5]([O:11][CH3:12])=[C:6]([CH:10]=1)[C:7]([OH:9])=O.C(Cl)CCl.C1C=CC2N(O)N=NC=2C=1.[C:27]1([CH2:33][CH2:34][NH2:35])[CH:32]=[CH:31][CH:30]=[CH:29][CH:28]=1. The catalyst is C(Cl)Cl. The product is [Cl:1][C:2]1[CH:3]=[CH:4][C:5]([O:11][CH3:12])=[C:6]([CH:10]=1)[C:7]([NH:35][CH2:34][CH2:33][C:27]1[CH:32]=[CH:31][CH:30]=[CH:29][CH:28]=1)=[O:9]. The yield is 0.630. (5) The catalyst is CC#N. The yield is 0.780. The product is [CH2:1]([N:5]1[C:9](=[O:10])[C:8]([NH:27][C:26]2[CH:28]=[CH:29][C:23]([O:22][CH:21]([F:20])[F:30])=[CH:24][CH:25]=2)=[C:7]([C:12]2[CH:17]=[CH:16][CH:15]=[CH:14][CH:13]=2)[S:6]1(=[O:19])=[O:18])[CH2:2][CH2:3][CH3:4]. The reactants are [CH2:1]([N:5]1[C:9](=[O:10])[C:8](Cl)=[C:7]([C:12]2[CH:17]=[CH:16][CH:15]=[CH:14][CH:13]=2)[S:6]1(=[O:19])=[O:18])[CH2:2][CH2:3][CH3:4].[F:20][CH:21]([F:30])[O:22][C:23]1[CH:29]=[CH:28][C:26]([NH2:27])=[CH:25][CH:24]=1. (6) The reactants are [CH2:1]([C:5]1[O:9][N:8]=[C:7]([C:10]([O:12][CH3:13])=[O:11])[CH:6]=1)[CH:2]([CH3:4])[CH3:3].[I:14]N1C(=O)CCC1=O. The catalyst is FC(F)(F)C(O)=O. The product is [I:14][C:6]1[C:7]([C:10]([O:12][CH3:13])=[O:11])=[N:8][O:9][C:5]=1[CH2:1][CH:2]([CH3:4])[CH3:3]. The yield is 0.780. (7) The reactants are Cl[CH2:2][C:3]1[NH:12][C:11](=[O:13])[C:10]2[C:5](=[CH:6][C:7]([C:14]([O:16][CH3:17])=[O:15])=[CH:8][CH:9]=2)[N:4]=1.[CH2:18]([N:20](CC)[CH2:21][CH3:22])[CH3:19].C(NCC)C. The catalyst is CN(C=O)C. The product is [CH2:18]([N:20]([CH2:2][C:3]1[NH:12][C:11](=[O:13])[C:10]2[C:5](=[CH:6][C:7]([C:14]([O:16][CH3:17])=[O:15])=[CH:8][CH:9]=2)[N:4]=1)[CH2:21][CH3:22])[CH3:19]. The yield is 0.810. (8) The catalyst is C(OCC)(=O)C.CS(C)=O.CN(C)C=O. The reactants are [CH2:1]([C:5]1[N:6]=[C:7]([CH3:27])[NH:8][C:9](=[O:26])[C:10]=1[CH2:11][C:12]1[CH:17]=[CH:16][C:15]([C:18]2[C:19]([C:24]#[N:25])=[CH:20][CH:21]=[CH:22][CH:23]=2)=[CH:14][CH:13]=1)[CH2:2][CH2:3][CH3:4].[H-].[Na+].Br[CH2:31][CH2:32][C:33]1[CH:38]=[CH:37][CH:36]=[CH:35][CH:34]=1.[Cl-].O[NH3+:41].[C:42](=[O:45])([O-])[OH:43].[Na+]. The yield is 0.310. The product is [CH2:1]([C:5]1[N:6]=[C:7]([CH3:27])[N:8]([CH2:31][CH2:32][C:33]2[CH:38]=[CH:37][CH:36]=[CH:35][CH:34]=2)[C:9](=[O:26])[C:10]=1[CH2:11][C:12]1[CH:17]=[CH:16][C:15]([C:18]2[CH:23]=[CH:22][CH:21]=[CH:20][C:19]=2[C:24]2[NH:41][C:42](=[O:45])[O:43][N:25]=2)=[CH:14][CH:13]=1)[CH2:2][CH2:3][CH3:4]. (9) The catalyst is C(OCC)(=O)C. The product is [NH2:27][CH2:26][CH2:25][S:24][CH:17]([C:18]1[CH:23]=[CH:22][CH:21]=[CH:20][CH:19]=1)[CH:12]([NH:11][C:9]([O:8][CH2:1][C:2]1[CH:7]=[CH:6][CH:5]=[CH:4][CH:3]=1)=[O:10])[C:13]([O:15][CH3:16])=[O:14]. The yield is 0.900. The reactants are [CH2:1]([O:8][C:9]([NH:11][CH:12]([CH:17]([S:24][CH2:25][CH2:26][NH:27]C(OC(C)(C)C)=O)[C:18]1[CH:23]=[CH:22][CH:21]=[CH:20][CH:19]=1)[C:13]([O:15][CH3:16])=[O:14])=[O:10])[C:2]1[CH:7]=[CH:6][CH:5]=[CH:4][CH:3]=1.CO.C(Cl)(=O)C.CCOCC.